Dataset: Full USPTO retrosynthesis dataset with 1.9M reactions from patents (1976-2016). Task: Predict the reactants needed to synthesize the given product. (1) Given the product [NH2:16][CH2:15][CH2:14][O:13][C:8]1[CH:9]=[C:10]2[C:5](=[CH:6][CH:7]=1)[N:4]=[C:3]([NH:2][CH3:1])[N:12]=[CH:11]2, predict the reactants needed to synthesize it. The reactants are: [CH3:1][NH:2][C:3]1[N:12]=[CH:11][C:10]2[C:5](=[CH:6][CH:7]=[C:8]([O:13][CH2:14][CH2:15][NH:16]C(=O)OC(C)(C)C)[CH:9]=2)[N:4]=1.C(Cl)Cl.FC(F)(F)C(O)=O. (2) The reactants are: C(SC1C=CC([C:10]2[CH:15]=[C:14]([C:16]([F:19])([F:18])[F:17])[CH:13]=[CH:12][C:11]=2[CH2:20][CH2:21][C:22]([O:24]C)=[O:23])=C(C)C=1)C.[C:27]([C:29]1[CH:30]=[C:31](B(O)O)[CH:32]=[C:33]([F:35])[CH:34]=1)#[N:28]. Given the product [C:27]([C:29]1[CH:30]=[C:31]([C:12]2[CH:13]=[C:14]([C:16]([F:19])([F:18])[F:17])[CH:15]=[CH:10][C:11]=2[CH2:20][CH2:21][C:22]([OH:24])=[O:23])[CH:32]=[C:33]([F:35])[CH:34]=1)#[N:28], predict the reactants needed to synthesize it. (3) The reactants are: [F:1][C:2]1[C:3]2[CH:4]=[C:5]3[C:14]4[N:15]=[C:16]([C:19]5[C:20]([N:35]([CH3:40])[S:36]([CH3:39])(=[O:38])=[O:37])=[CH:21][C:22]6[O:26][C:25]([C:27]([OH:29])=O)=[C:24]([C:30](=[O:33])[NH:31][CH3:32])[C:23]=6[CH:34]=5)[CH:17]=[CH:18][C:13]=4[O:12][CH2:11][N:6]3[C:7]=2[CH:8]=[CH:9][CH:10]=1.C1C=CC2N(O)N=[N:47][C:45]=2C=1.CCN=C=NCCCN(C)C.Cl.CN.CCN(CC)CC. Given the product [F:1][C:2]1[C:3]2[CH:4]=[C:5]3[C:14]4[N:15]=[C:16]([C:19]5[C:20]([N:35]([CH3:40])[S:36]([CH3:39])(=[O:37])=[O:38])=[CH:21][C:22]6[O:26][C:25]([C:27]([NH:47][CH3:45])=[O:29])=[C:24]([C:30]([NH:31][CH3:32])=[O:33])[C:23]=6[CH:34]=5)[CH:17]=[CH:18][C:13]=4[O:12][CH2:11][N:6]3[C:7]=2[CH:8]=[CH:9][CH:10]=1, predict the reactants needed to synthesize it.